From a dataset of Peptide-MHC class I binding affinity with 185,985 pairs from IEDB/IMGT. Regression. Given a peptide amino acid sequence and an MHC pseudo amino acid sequence, predict their binding affinity value. This is MHC class I binding data. The peptide sequence is RRHRILDIYLE. The MHC is Mamu-A02 with pseudo-sequence Mamu-A02. The binding affinity (normalized) is 0.110.